This data is from Catalyst prediction with 721,799 reactions and 888 catalyst types from USPTO. The task is: Predict which catalyst facilitates the given reaction. (1) Reactant: [CH3:1][NH:2][C:3](=[O:25])[C:4]1[CH:9]=[C:8]([O:10][C:11]2[CH:12]=[C:13]3[C:18](=[CH:19][CH:20]=2)[N:17]=[C:16](S(C)(=O)=O)[N:15]=[CH:14]3)[CH:7]=[CH:6][N:5]=1.[CH:26]1([CH2:32][OH:33])[CH2:31][CH2:30][CH2:29][CH2:28][CH2:27]1. Product: [CH:26]1([CH2:32][O:33][C:16]2[N:15]=[CH:14][C:13]3[C:18](=[CH:19][CH:20]=[C:11]([O:10][C:8]4[CH:7]=[CH:6][N:5]=[C:4]([C:3]([NH:2][CH3:1])=[O:25])[CH:9]=4)[CH:12]=3)[N:17]=2)[CH2:31][CH2:30][CH2:29][CH2:28][CH2:27]1. The catalyst class is: 3. (2) Reactant: [Br:1][C:2]1[CH:3]=[C:4]2[C:8](=[CH:9][CH:10]=1)[NH:7][C:6]([C:11]1[CH:16]=[CH:15][CH:14]=[CH:13][CH:12]=1)=[C:5]2[CH2:17][CH2:18][CH2:19][CH2:20][CH3:21].[CH3:22]I. Product: [Br:1][C:2]1[CH:3]=[C:4]2[C:8](=[CH:9][CH:10]=1)[N:7]([CH3:22])[C:6]([C:11]1[CH:16]=[CH:15][CH:14]=[CH:13][CH:12]=1)=[C:5]2[CH2:17][CH2:18][CH2:19][CH2:20][CH3:21]. The catalyst class is: 3.